This data is from Peptide-MHC class II binding affinity with 134,281 pairs from IEDB. The task is: Regression. Given a peptide amino acid sequence and an MHC pseudo amino acid sequence, predict their binding affinity value. This is MHC class II binding data. (1) The peptide sequence is KFQADSPKRLATAIA. The MHC is DRB1_1501 with pseudo-sequence DRB1_1501. The binding affinity (normalized) is 0. (2) The peptide sequence is AAEVLVVLSELPDFL. The MHC is DRB3_0202 with pseudo-sequence DRB3_0202. The binding affinity (normalized) is 0.